From a dataset of Drug-target binding data from BindingDB using IC50 measurements. Regression. Given a target protein amino acid sequence and a drug SMILES string, predict the binding affinity score between them. We predict pIC50 (pIC50 = -log10(IC50 in M); higher means more potent). Dataset: bindingdb_ic50. The pIC50 is 4.6. The target protein (Q5XXA6) has sequence MRVNEKYSTLPAEDRSVHIINICAIEDIGYLPSEGTLLNSLSVDPDAECKYGLYFRDGRRKVDYILVYHHKRPSGNRTLVRRVQHSDTPSGARSVKQDHPLPGKGASLDAGSGEPPMDYHEDDKRFRREEYEGNLLEAGLELERDEDTKIHGVGFVKIHAPWNVLCREAEFLKLKMPTKKMYHINETRGLLKKINSVLQKITDPIQPKVAEHRPQTMKRLSYPFSREKQHLFDLSDKDSFFDSKTRSTIVYEILKRTTCTKAKYSMGITSLLANGVYAAAYPLHDGDYNGENVEFNDRKLLYEEWARYGVFYKYQPIDLVRKYFGEKIGLYFAWLGVYTQMLIPASIVGIIVFLYGCATMDENIPSMEMCDQRHNITMCPLCDKTCSYWKMSSACATARASHLFDNPATVFFSVFMALWAATFMEHWKRKQMRLNYRWDLTGFEEEEEAVKDHPRAEYEARVLEKSLKKESRNKEKRRHIPEESTNKWKQRVKTAMAGVK.... The small molecule is COc1ccc(-c2oc3ccc(OCc4c(F)cccc4F)cc3c2C(=O)O)cc1.